From a dataset of Antibody paratope prediction from SAbDab with 1,023 antibody chains. Token-level Classification. Given an antibody amino acid sequence, predict which amino acid positions are active in antigen binding. Output is a list of indices for active paratope positions. (1) Given the antibody sequence: EVQLVESGGGLVQPGGSLRLSCAASGFTINGTYIHWVRQAPGKGLEWVGGIYPAGGATYYADSVKGRFTISADTSKNTAYLQMNSLRAEDTAVYYCAKWWAWPAFDYWGQGTLVTVSS, which amino acid positions are active in antigen binding (paratope)? The paratope positions are: [52, 83, 84, 85, 104]. (2) The paratope positions are: [31, 53, 54, 83, 84, 85]. Given the antibody sequence: QVQLQESGPGLVKPSETLSLTCTVSGYSITSDYAWNWIRQPPGKGLEWIGSISYSGITGYNPSLKSRVTISRDTSKNQFSLKLSSVTAADTAVYYCARMGYDGLAYWGQGTLVTVSS, which amino acid positions are active in antigen binding (paratope)? (3) Given the antibody sequence: SYVLTQPPSVSVAPGKTAKITCGGNNIGSKSVHWYQQKPGQAPVLVMYYDFDRPSGIPERFSGSNSGNTATLTISRVEAEDEADYYCQVWDSDRYWVFGGGTKLTVL, which amino acid positions are active in antigen binding (paratope)? The paratope positions are: [94]. (4) Given the antibody sequence: NIVLTQSPVSLAVSLGQRATISCRASESVDGYGNSFLHWFQQKPGQPPKLLIYLASNLNSGVPARFSGSGSRTDFTLTIDPVEADDAATYYCQQNNVDPWTFGGGTKLEIK, which amino acid positions are active in antigen binding (paratope)? The paratope positions are: [30, 31, 32, 33]. (5) Given the antibody sequence: VLMTQTPLSLPVSLGDQASISCRSSQSIVHSNGNTYLEWYLQKPGQSPKLLIYKVSNRFSGVPDRFSGSGSGTDFTLKISRVEAEDLGVYYCFQGSHVPYTFGGGTKLEIK, which amino acid positions are active in antigen binding (paratope)? The paratope positions are: [29, 30, 31, 32, 33].